From a dataset of Peptide-MHC class I binding affinity with 185,985 pairs from IEDB/IMGT. Regression. Given a peptide amino acid sequence and an MHC pseudo amino acid sequence, predict their binding affinity value. This is MHC class I binding data. (1) The peptide sequence is LQRNWSYGF. The MHC is HLA-A02:01 with pseudo-sequence HLA-A02:01. The binding affinity (normalized) is 0.0847. (2) The binding affinity (normalized) is 0.891. The MHC is Mamu-B03 with pseudo-sequence Mamu-B03. The peptide sequence is RRWQQLLALAD. (3) The peptide sequence is LSSIFSRI. The MHC is H-2-Kb with pseudo-sequence H-2-Kb. The binding affinity (normalized) is 0.320.